From a dataset of Catalyst prediction with 721,799 reactions and 888 catalyst types from USPTO. Predict which catalyst facilitates the given reaction. (1) Reactant: [Cl:1][C:2]1[C:3]([C:11]#[N:12])=[N:4][C:5]([F:10])=[C:6]([F:9])[C:7]=1F.[OH-].[NH4+:14]. Product: [NH2:14][C:7]1[C:6]([F:9])=[C:5]([F:10])[N:4]=[C:3]([C:11]#[N:12])[C:2]=1[Cl:1]. The catalyst class is: 13. (2) Reactant: [CH3:1][S:2]([C:5]1[CH:10]=[CH:9][C:8]([CH2:11][CH2:12][O:13][C:14]2[CH:19]=[CH:18][C:17]([CH2:20][CH:21]([S:27][C:28]3[CH:33]=[CH:32][CH:31]=[CH:30][CH:29]=3)[C:22](OCC)=[O:23])=[CH:16][CH:15]=2)=[CH:7][CH:6]=1)(=[O:4])=[O:3].CC(C[AlH]CC(C)C)C. Product: [CH3:1][S:2]([C:5]1[CH:10]=[CH:9][C:8]([CH2:11][CH2:12][O:13][C:14]2[CH:19]=[CH:18][C:17]([CH2:20][CH:21]([S:27][C:28]3[CH:29]=[CH:30][CH:31]=[CH:32][CH:33]=3)[CH2:22][OH:23])=[CH:16][CH:15]=2)=[CH:7][CH:6]=1)(=[O:4])=[O:3]. The catalyst class is: 4. (3) Reactant: C([O-])(=O)C.[Na+].[CH3:6][O:7][C:8]1[CH:13]=[CH:12][C:11]([N:14]2[CH:18]=[CH:17][CH:16]=[N:15]2)=[CH:10][CH:9]=1.[I:19]I.[I-].[K+].[O-]S([O-])=O.[Na+].[Na+]. Product: [I:19][C:17]1[CH:16]=[N:15][N:14]([C:11]2[CH:10]=[CH:9][C:8]([O:7][CH3:6])=[CH:13][CH:12]=2)[CH:18]=1. The catalyst class is: 6. (4) Reactant: [C:1]([N:5]1[C:9]2=[N:10][CH:11]=[CH:12][CH:13]=[C:8]2[CH:7]([CH2:14][C:15]2[CH:20]=[C:19]([C:21]([F:24])([F:23])[F:22])[CH:18]=[CH:17][C:16]=2[CH2:25]O)[C:6]1=[O:27])([CH3:4])([CH3:3])[CH3:2].S(Cl)([Cl:30])=O.[Na+].[Cl-]. Product: [C:1]([N:5]1[C:9]2=[N:10][CH:11]=[CH:12][CH:13]=[C:8]2[CH:7]([CH2:14][C:15]2[CH:20]=[C:19]([C:21]([F:24])([F:23])[F:22])[CH:18]=[CH:17][C:16]=2[CH2:25][Cl:30])[C:6]1=[O:27])([CH3:4])([CH3:3])[CH3:2]. The catalyst class is: 139.